This data is from Full USPTO retrosynthesis dataset with 1.9M reactions from patents (1976-2016). The task is: Predict the reactants needed to synthesize the given product. (1) Given the product [S:1]1[C:5]2[CH:6]=[CH:7][CH:8]=[CH:9][C:4]=2[CH:3]=[C:2]1[S:10]([NH:13][C:14]1[CH:19]=[C:18]([Cl:20])[CH:17]=[CH:16][C:15]=1[S:21][CH2:22][C:23]1[CH:32]=[CH:31][CH:30]=[CH:29][C:24]=1[C:25]([OH:27])=[O:26])(=[O:11])=[O:12], predict the reactants needed to synthesize it. The reactants are: [S:1]1[C:5]2[CH:6]=[CH:7][CH:8]=[CH:9][C:4]=2[CH:3]=[C:2]1[S:10]([NH:13][C:14]1[CH:19]=[C:18]([Cl:20])[CH:17]=[CH:16][C:15]=1[S:21][CH2:22][C:23]1[CH:32]=[CH:31][CH:30]=[CH:29][C:24]=1[C:25]([O:27]C)=[O:26])(=[O:12])=[O:11].[OH-].[Na+].Cl. (2) Given the product [NH:1]([C:2]1[CH:16]=[CH:15][C:5]2[N:6]=[C:7]([NH:9][C:10]([NH:12][CH2:13][CH3:14])=[O:11])[S:8][C:4]=2[CH:3]=1)[C:17]1[CH:22]=[CH:21][CH:20]=[CH:19][CH:18]=1, predict the reactants needed to synthesize it. The reactants are: [NH2:1][C:2]1[CH:16]=[CH:15][C:5]2[N:6]=[C:7]([NH:9][C:10]([NH:12][CH2:13][CH3:14])=[O:11])[S:8][C:4]=2[CH:3]=1.[C:17]1([Bi]([C:17]2[CH:22]=[CH:21][CH:20]=[CH:19][CH:18]=2)[C:17]2[CH:22]=[CH:21][CH:20]=[CH:19][CH:18]=2)[CH:22]=[CH:21][CH:20]=[CH:19][CH:18]=1.ClCCl. (3) Given the product [CH3:1][C:2]1[N:3]=[CH:4][C:5]2[CH:6]=[CH:7][CH:8]=[C:9]([NH2:12])[C:10]=2[CH:11]=1, predict the reactants needed to synthesize it. The reactants are: [CH3:1][C:2]1[N:3]=[CH:4][C:5]2[C:10]([CH:11]=1)=[C:9]([N+:12]([O-])=O)[CH:8]=[CH:7][CH:6]=2.[H][H]. (4) The reactants are: [CH:1]1[C:13]2[NH:12][C:11]3[C:6](=[CH:7][CH:8]=[CH:9][CH:10]=3)[C:5]=2[CH:4]=[CH:3][CH:2]=1.Br[CH2:15][CH2:16][CH2:17][CH2:18][CH2:19][CH2:20][CH2:21][CH2:22][CH2:23][CH3:24].[OH-].[Na+]. Given the product [CH2:15]([N:12]1[C:11]2[CH:10]=[CH:9][CH:8]=[CH:7][C:6]=2[C:5]2[C:13]1=[CH:1][CH:2]=[CH:3][CH:4]=2)[CH2:16][CH2:17][CH2:18][CH2:19][CH2:20][CH2:21][CH2:22][CH2:23][CH3:24], predict the reactants needed to synthesize it.